This data is from Catalyst prediction with 721,799 reactions and 888 catalyst types from USPTO. The task is: Predict which catalyst facilitates the given reaction. (1) Reactant: [CH:1]([C:4]1[CH:9]=[CH:8][C:7]([NH:10][C:11]([C:13]2[CH:18]=[C:17]([C:19]3[CH:20]=[N:21][C:22]([O:36]C)=[C:23]([NH:25][C:26](=[O:35])[O:27][CH2:28][C:29]4[CH:34]=[CH:33][CH:32]=[CH:31][CH:30]=4)[CH:24]=3)[CH:16]=[CH:15][N:14]=2)=[O:12])=[CH:6][C:5]=1[CH3:38])([CH3:3])[CH3:2].C[Si](Cl)(C)C.[I-].[Na+]. Product: [CH:1]([C:4]1[CH:9]=[CH:8][C:7]([NH:10][C:11]([C:13]2[CH:18]=[C:17]([C:19]3[CH:24]=[C:23]([NH:25][C:26](=[O:35])[O:27][CH2:28][C:29]4[CH:30]=[CH:31][CH:32]=[CH:33][CH:34]=4)[C:22](=[O:36])[NH:21][CH:20]=3)[CH:16]=[CH:15][N:14]=2)=[O:12])=[CH:6][C:5]=1[CH3:38])([CH3:3])[CH3:2]. The catalyst class is: 23. (2) The catalyst class is: 1. Reactant: Cl[CH2:2]Br.[Cl:4][C:5]1[CH:10]=[C:9]([C:11]2[CH:16]=[CH:15][C:14]([Cl:17])=[CH:13][CH:12]=2)[CH:8]=[CH:7][C:6]=1[CH2:18][C:19]([C:21]1([Cl:24])[CH2:23][CH2:22]1)=[O:20].[Li]CCCC. Product: [Cl:4][C:5]1[CH:10]=[C:9]([C:11]2[CH:12]=[CH:13][C:14]([Cl:17])=[CH:15][CH:16]=2)[CH:8]=[CH:7][C:6]=1[CH2:18][C:19]1([C:21]2([Cl:24])[CH2:22][CH2:23]2)[CH2:2][O:20]1. (3) Reactant: [CH3:1][C:2]([CH2:17][CH2:18][CH:19]=[C:20]([CH3:22])[CH3:21])=[CH:3][CH2:4][O:5][C:6]1[CH:7]=[C:8]([CH:12]=[CH:13][C:14]=1[O:15][CH3:16])[C:9]([OH:11])=O.[CH2:23]([NH2:33])/[CH:24]=[C:25](/[CH2:27][CH2:28][CH:29]=[C:30]([CH3:32])[CH3:31])\[CH3:26]. Product: [CH3:26][C:25]([CH2:27][CH2:28][CH:29]=[C:30]([CH3:32])[CH3:31])=[CH:24][CH2:23][NH:33][C:9](=[O:11])[C:8]1[CH:12]=[CH:13][C:14]([O:15][CH3:16])=[C:6]([O:5][CH2:4][CH:3]=[C:2]([CH3:1])[CH2:17][CH2:18][CH:19]=[C:20]([CH3:22])[CH3:21])[CH:7]=1. The catalyst class is: 7.